This data is from NCI-60 drug combinations with 297,098 pairs across 59 cell lines. The task is: Regression. Given two drug SMILES strings and cell line genomic features, predict the synergy score measuring deviation from expected non-interaction effect. (1) Synergy scores: CSS=2.15, Synergy_ZIP=5.82, Synergy_Bliss=2.69, Synergy_Loewe=1.38, Synergy_HSA=2.17. Drug 2: N.N.Cl[Pt+2]Cl. Cell line: NCIH23. Drug 1: C1=CC(=CC=C1CCC2=CNC3=C2C(=O)NC(=N3)N)C(=O)NC(CCC(=O)O)C(=O)O. (2) Synergy scores: CSS=1.46, Synergy_ZIP=1.30, Synergy_Bliss=0.496, Synergy_Loewe=-5.65, Synergy_HSA=-0.147. Drug 2: CN(CC1=CN=C2C(=N1)C(=NC(=N2)N)N)C3=CC=C(C=C3)C(=O)NC(CCC(=O)O)C(=O)O. Drug 1: CC1=C(C=C(C=C1)NC2=NC=CC(=N2)N(C)C3=CC4=NN(C(=C4C=C3)C)C)S(=O)(=O)N.Cl. Cell line: EKVX. (3) Drug 1: COC1=NC(=NC2=C1N=CN2C3C(C(C(O3)CO)O)O)N. Drug 2: C(CCl)NC(=O)N(CCCl)N=O. Cell line: NCI/ADR-RES. Synergy scores: CSS=-1.57, Synergy_ZIP=-0.821, Synergy_Bliss=-1.53, Synergy_Loewe=-2.67, Synergy_HSA=-2.02. (4) Drug 1: C1C(C(OC1N2C=NC3=C2NC=NCC3O)CO)O. Drug 2: CCC1(C2=C(COC1=O)C(=O)N3CC4=CC5=C(C=CC(=C5CN(C)C)O)N=C4C3=C2)O.Cl. Cell line: T-47D. Synergy scores: CSS=37.3, Synergy_ZIP=-8.81, Synergy_Bliss=-2.95, Synergy_Loewe=-35.5, Synergy_HSA=-0.650. (5) Drug 1: CC1C(C(CC(O1)OC2CC(CC3=C2C(=C4C(=C3O)C(=O)C5=C(C4=O)C(=CC=C5)OC)O)(C(=O)C)O)N)O.Cl. Drug 2: C1=C(C(=O)NC(=O)N1)N(CCCl)CCCl. Cell line: OVCAR-8. Synergy scores: CSS=38.0, Synergy_ZIP=3.40, Synergy_Bliss=5.06, Synergy_Loewe=0.0479, Synergy_HSA=7.53. (6) Drug 1: C1=CN(C(=O)N=C1N)C2C(C(C(O2)CO)O)O.Cl. Drug 2: CC1CCC2CC(C(=CC=CC=CC(CC(C(=O)C(C(C(=CC(C(=O)CC(OC(=O)C3CCCCN3C(=O)C(=O)C1(O2)O)C(C)CC4CCC(C(C4)OC)O)C)C)O)OC)C)C)C)OC. Cell line: SF-268. Synergy scores: CSS=10.2, Synergy_ZIP=-2.33, Synergy_Bliss=-1.55, Synergy_Loewe=-1.72, Synergy_HSA=-1.83. (7) Drug 1: CCC1(CC2CC(C3=C(CCN(C2)C1)C4=CC=CC=C4N3)(C5=C(C=C6C(=C5)C78CCN9C7C(C=CC9)(C(C(C8N6C=O)(C(=O)OC)O)OC(=O)C)CC)OC)C(=O)OC)O.OS(=O)(=O)O. Drug 2: CC1C(C(CC(O1)OC2CC(CC3=C2C(=C4C(=C3O)C(=O)C5=CC=CC=C5C4=O)O)(C(=O)C)O)N)O. Cell line: ACHN. Synergy scores: CSS=45.5, Synergy_ZIP=-1.91, Synergy_Bliss=-4.97, Synergy_Loewe=-11.0, Synergy_HSA=-5.22.